From a dataset of Full USPTO retrosynthesis dataset with 1.9M reactions from patents (1976-2016). Predict the reactants needed to synthesize the given product. (1) The reactants are: [Si:1]([O:8][CH:9]1[CH:14]([F:15])[CH:13]([C:16]2[CH:21]=[CH:20][N:19]=[CH:18][C:17]=2[N+:22]([O-])=O)[O:12][CH:11]([CH3:25])[C:10]1([CH3:27])[OH:26])([C:4]([CH3:7])([CH3:6])[CH3:5])([CH3:3])[CH3:2]. Given the product [NH2:22][C:17]1[CH:18]=[N:19][CH:20]=[CH:21][C:16]=1[CH:13]1[O:12][CH:11]([CH3:25])[C:10]([CH3:27])([OH:26])[CH:9]([O:8][Si:1]([C:4]([CH3:7])([CH3:6])[CH3:5])([CH3:3])[CH3:2])[CH:14]1[F:15], predict the reactants needed to synthesize it. (2) Given the product [C:1]([N:8]1[C:16]2[C:11](=[CH:12][CH:13]=[C:14]([O:17][CH3:18])[CH:15]=2)[CH:10]=[C:9]1[C:23]1[CH:24]=[CH:25][C:26]([N:29]2[CH2:33][CH2:32][CH2:31][S:30]2(=[O:35])=[O:34])=[CH:27][CH:28]=1)([O:3][C:4]([CH3:7])([CH3:6])[CH3:5])=[O:2], predict the reactants needed to synthesize it. The reactants are: [C:1]([N:8]1[C:16]2[C:11](=[CH:12][CH:13]=[C:14]([O:17][CH3:18])[CH:15]=2)[CH:10]=[C:9]1B(O)O)([O:3][C:4]([CH3:7])([CH3:6])[CH3:5])=[O:2].I[C:23]1[CH:28]=[CH:27][C:26]([N:29]2[CH2:33][CH2:32][CH2:31][S:30]2(=[O:35])=[O:34])=[CH:25][CH:24]=1.C([O-])([O-])=O.[K+].[K+]. (3) Given the product [Cl:38][CH2:37][O:36][C:34](=[O:35])[N:20]([C:21](=[O:23])[CH3:22])[CH2:19][C@@H:17]1[O:16][C:15](=[O:24])[N:14]([C:11]2[CH:12]=[CH:13][C:8]([CH:5]3[CH2:4][CH2:3][S:2](=[O:1])(=[O:26])[CH2:7][CH2:6]3)=[C:9]([F:25])[CH:10]=2)[CH2:18]1, predict the reactants needed to synthesize it. The reactants are: [O:1]=[S:2]1(=[O:26])[CH2:7][CH2:6][CH:5]([C:8]2[CH:13]=[CH:12][C:11]([N:14]3[CH2:18][C@H:17]([CH2:19][NH:20][C:21](=[O:23])[CH3:22])[O:16][C:15]3=[O:24])=[CH:10][C:9]=2[F:25])[CH2:4][CH2:3]1.CC(C)([O-])C.[Li+].Cl[C:34]([O:36][CH2:37][Cl:38])=[O:35]. (4) Given the product [Cl:11][C:9]1[N:8]=[C:7]([N:23]2[C:24]3[C:20](=[CH:19][C:18]([O:25][CH3:26])=[CH:17][C:16]=3[Cl:15])[CH2:21][CH2:22]2)[C:6](=[O:13])[N:5]([CH:1]([CH3:2])[CH2:3][CH3:4])[CH:10]=1, predict the reactants needed to synthesize it. The reactants are: [CH:1]([N:5]1[CH:10]=[C:9]([Cl:11])[N:8]=[C:7](Cl)[C:6]1=[O:13])([CH2:3][CH3:4])[CH3:2].Cl.[Cl:15][C:16]1[CH:17]=[C:18]([O:25][CH3:26])[CH:19]=[C:20]2[C:24]=1[NH:23][CH2:22][CH2:21]2. (5) Given the product [Cl:1][C:2]1[CH:9]=[CH:8][C:7]([N+:10]([O-:12])=[O:11])=[CH:6][C:3]=1[CH2:4][N:23]1[CH2:22][CH2:21][N:20]([C:18]([O:17][C:13]([CH3:16])([CH3:15])[CH3:14])=[O:19])[CH2:25][CH2:24]1, predict the reactants needed to synthesize it. The reactants are: [Cl:1][C:2]1[CH:9]=[CH:8][C:7]([N+:10]([O-:12])=[O:11])=[CH:6][C:3]=1[CH:4]=O.[C:13]([O:17][C:18]([N:20]1[CH2:25][CH2:24][NH:23][CH2:22][CH2:21]1)=[O:19])([CH3:16])([CH3:15])[CH3:14].[BH-](OC(C)=O)(OC(C)=O)OC(C)=O.[Na+].O. (6) Given the product [OH:20][CH2:19][C@@H:13]1[C@@:12]([CH3:21])([C@H:11]2[CH2:10][CH2:9][C@@:8]3([CH3:22])[C@@H:4]([CH2:5][CH2:6][C:7]3=[CH2:23])[C@@H:3]2[CH2:2][NH:1][CH2:44][C:41]2[CH:42]=[CH:43][N:38]=[CH:39][CH:40]=2)[CH2:17][CH2:16][C@H:15]([OH:18])[CH2:14]1, predict the reactants needed to synthesize it. The reactants are: [NH2:1][CH2:2][C@@H:3]1[C@@H:11]([C@@:12]2([CH3:21])[CH2:17][CH2:16][C@H:15]([OH:18])[CH2:14][C@@H:13]2[CH2:19][OH:20])[CH2:10][CH2:9][C@@:8]2([CH3:22])[C@H:4]1[CH2:5][CH2:6][C:7]2=[CH2:23].[BH-](OC(C)=O)(OC(C)=O)OC(C)=O.[Na+].[N:38]1[CH:43]=[CH:42][C:41]([CH:44]=O)=[CH:40][CH:39]=1.[BH4-].[Na+]. (7) The reactants are: Cl[C:2]1[C:7]([N+:8]([O-:10])=[O:9])=[C:6]([NH2:11])[CH:5]=[C:4]([Cl:12])[N:3]=1.[N:13]1[C:22]2[C:17](=[CH:18][C:19]([CH2:23][NH2:24])=[CH:20][CH:21]=2)[CH:16]=[CH:15][CH:14]=1.CCN(CC)CC. Given the product [Cl:12][C:4]1[N:3]=[C:2]([NH:24][CH2:23][C:19]2[CH:18]=[C:17]3[C:22](=[CH:21][CH:20]=2)[N:13]=[CH:14][CH:15]=[CH:16]3)[C:7]([N+:8]([O-:10])=[O:9])=[C:6]([NH2:11])[CH:5]=1, predict the reactants needed to synthesize it.